From a dataset of Forward reaction prediction with 1.9M reactions from USPTO patents (1976-2016). Predict the product of the given reaction. (1) The product is: [Br:16][C:9]1[CH:10]=[CH:11][CH:12]=[C:13]2[C:8]=1[N:7]([CH3:17])[CH:6]=[C:5]([OH:4])[C:14]2=[O:15]. Given the reactants C([O:4][C:5]1[C:14](=[O:15])[C:13]2[C:8](=[C:9]([Br:16])[CH:10]=[CH:11][CH:12]=2)[N:7]([CH3:17])[CH:6]=1)(=O)C.[OH-].[K+], predict the reaction product. (2) Given the reactants Cl.[NH2:2][C@H:3]([CH2:20][OH:21])[CH2:4][N:5]1[CH2:10][CH2:9][CH:8]([C:11]([C:13]2[CH:18]=[CH:17][C:16]([F:19])=[CH:15][CH:14]=2)=[O:12])[CH2:7][CH2:6]1.C(N(C(C)C)CC)(C)C.[C:31]([C:33]1[CH:34]=[CH:35][C:36]([O:44][CH3:45])=[C:37](/[CH:39]=[CH:40]/[C:41](O)=[O:42])[CH:38]=1)#[N:32].F[B-](F)(F)F.N1(OC(N(C)C)=[N+](C)C)C2C=CC=CC=2N=N1, predict the reaction product. The product is: [F:19][C:16]1[CH:15]=[CH:14][C:13]([C:11]([CH:8]2[CH2:7][CH2:6][N:5]([CH2:4][C@H:3]([NH:2][C:41](=[O:42])/[CH:40]=[CH:39]/[C:37]3[CH:38]=[C:33]([C:31]#[N:32])[CH:34]=[CH:35][C:36]=3[O:44][CH3:45])[CH2:20][OH:21])[CH2:10][CH2:9]2)=[O:12])=[CH:18][CH:17]=1. (3) The product is: [CH2:1]([O:8][C:9]([N:11]1[CH2:39][CH2:12][C@H:13]([C:15]([NH:18][C:19]2[CH:24]=[CH:23][C:22]([CH:25]3[CH2:26][CH2:27][N:28]([C:31]([O:33][C:34]([CH3:37])([CH3:36])[CH3:35])=[O:32])[CH2:29][CH2:30]3)=[CH:21][CH:20]=2)=[O:17])[CH2:14]1)=[O:10])[C:2]1[CH:3]=[CH:4][CH:5]=[CH:6][CH:7]=1. Given the reactants [CH2:1]([O:8][C:9]([N:11]1[CH2:14][CH:13]([C:15]([OH:17])=O)[CH2:12]1)=[O:10])[C:2]1[CH:7]=[CH:6][CH:5]=[CH:4][CH:3]=1.[NH2:18][C:19]1[CH:24]=[CH:23][C:22]([CH:25]2[CH2:30][CH2:29][N:28]([C:31]([O:33][C:34]([CH3:37])([CH3:36])[CH3:35])=[O:32])[CH2:27][CH2:26]2)=[CH:21][CH:20]=1.N[C:39]1C=CC(OC2CCN(C(OC(C)(C)C)=O)CC2)=CC=1, predict the reaction product. (4) The product is: [F:8][C:7]1[CH:6]=[C:5]([C:9]2[O:13][C:12]([CH3:14])=[N:11][CH:10]=2)[C:4]([O:15][CH3:16])=[CH:3][C:2]=1[C:31]#[N:36]. Given the reactants Cl[C:2]1[C:7]([F:8])=[CH:6][C:5]([C:9]2[O:13][C:12]([CH3:14])=[N:11][CH:10]=2)=[C:4]([O:15][CH3:16])[CH:3]=1.C1(P(C2CCCCC2)C2C=CC=CC=2C2C=CC=C[C:31]=2[N:36](C)C)CCCCC1, predict the reaction product.